This data is from Peptide-MHC class II binding affinity with 134,281 pairs from IEDB. The task is: Regression. Given a peptide amino acid sequence and an MHC pseudo amino acid sequence, predict their binding affinity value. This is MHC class II binding data. (1) The peptide sequence is YLVGSNMTQRVVIALKK. The MHC is HLA-DQA10601-DQB10402 with pseudo-sequence HLA-DQA10601-DQB10402. The binding affinity (normalized) is 0.631. (2) The binding affinity (normalized) is 0.224. The MHC is DRB5_0101 with pseudo-sequence DRB5_0101. The peptide sequence is NIWADDLAASLSTLE.